This data is from Forward reaction prediction with 1.9M reactions from USPTO patents (1976-2016). The task is: Predict the product of the given reaction. (1) Given the reactants [F:1][C:2]1[CH:3]=[C:4]2[C:8](=[CH:9][CH:10]=1)[NH:7][CH:6]=[C:5]2[CH2:11][CH:12]([NH2:14])[CH3:13].CCN(C(C)C)C(C)C.[C:24]([Si:28]([C:49]1[CH:54]=[CH:53][CH:52]=[CH:51][CH:50]=1)([C:43]1[CH:48]=[CH:47][CH:46]=[CH:45][CH:44]=1)[O:29][CH2:30][C:31]([F:42])([CH3:41])[CH2:32]OS(C(F)(F)F)(=O)=O)([CH3:27])([CH3:26])[CH3:25], predict the reaction product. The product is: [C:24]([Si:28]([C:43]1[CH:48]=[CH:47][CH:46]=[CH:45][CH:44]=1)([C:49]1[CH:54]=[CH:53][CH:52]=[CH:51][CH:50]=1)[O:29][CH2:30][C:31]([F:42])([CH3:41])[CH2:32][NH:14][CH:12]([CH3:13])[CH2:11][C:5]1[C:4]2[C:8](=[CH:9][CH:10]=[C:2]([F:1])[CH:3]=2)[NH:7][CH:6]=1)([CH3:25])([CH3:26])[CH3:27]. (2) Given the reactants [Cl:1][C:2]1[CH:7]=[CH:6][C:5]([C:8]2[N:9]=[C:10]3[CH:15]=[CH:14][C:13]([C:16]4[CH:21]=[CH:20][CH:19]=[CH:18][CH:17]=4)=[CH:12][N:11]3[CH:22]=2)=[CH:4][CH:3]=1.O=P(Cl)(Cl)Cl.CN([CH:31]=[O:32])C, predict the reaction product. The product is: [Cl:1][C:2]1[CH:3]=[CH:4][C:5]([C:8]2[N:9]=[C:10]3[CH:15]=[CH:14][C:13]([C:16]4[CH:21]=[CH:20][CH:19]=[CH:18][CH:17]=4)=[CH:12][N:11]3[C:22]=2[CH:31]=[O:32])=[CH:6][CH:7]=1. (3) Given the reactants [C:1]1([CH:7]=[O:8])[CH2:6][CH2:5][CH2:4][CH2:3][CH:2]=1.C(O[CH2:13][CH:14]=[CH2:15])(=O)C.O.CCN(CC)CC.CC1C(C)=C(C)C(C)=C(C)C=1C, predict the reaction product. The product is: [C:1]1([CH:7]([OH:8])[CH2:15][CH:14]=[CH2:13])[CH2:6][CH2:5][CH2:4][CH2:3][CH:2]=1. (4) The product is: [N:17]1([CH2:22][CH2:23][NH:24][C:14]([C:8]2[C:5]3[CH:6]=[N:7][C:2]([Cl:1])=[CH:3][C:4]=3[N:10]([CH:11]([CH3:12])[CH3:13])[CH:9]=2)=[O:16])[CH:21]=[CH:20][N:19]=[CH:18]1. Given the reactants [Cl:1][C:2]1[N:7]=[CH:6][C:5]2[C:8]([C:14]([OH:16])=O)=[CH:9][N:10]([CH:11]([CH3:13])[CH3:12])[C:4]=2[CH:3]=1.[N:17]1([CH2:22][CH2:23][NH2:24])[CH:21]=[CH:20][N:19]=[CH:18]1.CN(C(ON1N=NC2C=CC=CC1=2)=[N+](C)C)C.F[P-](F)(F)(F)(F)F.CCN(C(C)C)C(C)C, predict the reaction product. (5) Given the reactants [N:1]([C:4]1[CH:9]=[CH:8][C:7]([C:10]([F:13])([F:12])[F:11])=[CH:6][C:5]=1[N+:14]([O-:16])=[O:15])=[C:2]=[O:3].[O:17]1[CH2:22][CH2:21][N:20]([CH2:23][CH2:24][NH2:25])[CH2:19][CH2:18]1, predict the reaction product. The product is: [O:17]1[CH2:22][CH2:21][N:20]([CH2:23][CH2:24][NH:25][C:2]([NH:1][C:4]2[CH:9]=[CH:8][C:7]([C:10]([F:13])([F:12])[F:11])=[CH:6][C:5]=2[N+:14]([O-:16])=[O:15])=[O:3])[CH2:19][CH2:18]1.